Dataset: Full USPTO retrosynthesis dataset with 1.9M reactions from patents (1976-2016). Task: Predict the reactants needed to synthesize the given product. (1) Given the product [Br:1][C:2]1[CH:3]=[C:4]2[C:8](=[CH:9][CH:10]=1)[N:7]([CH:11]1[CH2:16][CH2:15][N:14]([C:17]([O:19][C:20]([CH3:23])([CH3:22])[CH3:21])=[O:18])[CH2:13][CH2:12]1)[CH:6]=[CH:5]2, predict the reactants needed to synthesize it. The reactants are: [Br:1][C:2]1[CH:3]=[C:4]2[C:8](=[CH:9][CH:10]=1)[N:7]([CH:11]1[CH2:16][CH2:15][N:14]([C:17]([O:19][C:20]([CH3:23])([CH3:22])[CH3:21])=[O:18])[CH2:13][CH2:12]1)[CH2:6][CH2:5]2.ClC1C(Cl)C(=O)C(C#N)C(C#N)C1=O.[OH-].[Na+]. (2) Given the product [Cl:30][C:27]1[CH:28]=[CH:29][C:24]([CH:11]([C:12]2[C:20]3[C:15](=[C:16]([CH2:21][S:22][CH3:23])[CH:17]=[CH:18][CH:19]=3)[NH:14][CH:13]=2)[CH2:10][CH2:9][C:1]#[N:2])=[C:25]([CH3:31])[CH:26]=1, predict the reactants needed to synthesize it. The reactants are: [C-:1]#[N:2].[K+].CS(O[CH2:9][CH2:10][CH:11]([C:24]1[CH:29]=[CH:28][C:27]([Cl:30])=[CH:26][C:25]=1[CH3:31])[C:12]1[C:20]2[C:15](=[C:16]([CH2:21][S:22][CH3:23])[CH:17]=[CH:18][CH:19]=2)[NH:14][CH:13]=1)(=O)=O. (3) Given the product [F:23][C:24]1[CH:25]=[C:26]([CH:33]=[C:34]([F:36])[CH:35]=1)[CH:27]([OH:32])[C:28]([O:30][CH3:31])=[O:29].[F:1][C:2]1[CH:3]=[C:4]([CH:5]([F:20])[C:6]([OH:8])=[O:7])[CH:10]=[C:11]([F:13])[CH:12]=1, predict the reactants needed to synthesize it. The reactants are: [F:1][C:2]1[CH:3]=[C:4]([CH:10]=[C:11]([F:13])[CH:12]=1)[CH:5](O)[C:6]([OH:8])=[O:7].C(N(S(F)(F)[F:20])CC)C.[F:23][C:24]1[CH:25]=[C:26]([CH:33]=[C:34]([F:36])[CH:35]=1)[CH:27]([OH:32])[C:28]([O:30][CH3:31])=[O:29].[OH-].[Li+].